Dataset: Full USPTO retrosynthesis dataset with 1.9M reactions from patents (1976-2016). Task: Predict the reactants needed to synthesize the given product. (1) Given the product [CH2:1]([N:8]1[C:16]2[C:15](=[O:17])[NH:14][C:13](=[O:18])[N:12]([CH2:28][O:27][C:21](=[O:26])[C:22]([CH3:25])([CH3:24])[CH3:23])[C:11]=2[N:10]=[CH:9]1)[C:2]1[CH:7]=[CH:6][CH:5]=[CH:4][CH:3]=1, predict the reactants needed to synthesize it. The reactants are: [CH2:1]([N:8]1[C:16]2[C:15](=[O:17])[NH:14][C:13](=[O:18])[NH:12][C:11]=2[N:10]=[CH:9]1)[C:2]1[CH:7]=[CH:6][CH:5]=[CH:4][CH:3]=1.[H-].[Na+].[C:21]([O:27][CH2:28]Cl)(=[O:26])[C:22]([CH3:25])([CH3:24])[CH3:23]. (2) Given the product [F:24][C:19]1[CH:20]=[CH:21][CH:22]=[CH:23][C:18]=1[N:13]1[C:14]2[C:10](=[C:9]([N:8]3[CH2:2][CH2:3][CH2:4][NH:5][C:6]3=[O:7])[CH:17]=[CH:16][CH:15]=2)[CH:11]=[N:12]1, predict the reactants needed to synthesize it. The reactants are: Cl[CH2:2][CH2:3][CH2:4][NH:5][C:6]([NH:8][C:9]1[CH:17]=[CH:16][CH:15]=[C:14]2[C:10]=1[CH:11]=[N:12][N:13]2[C:18]1[CH:23]=[CH:22][CH:21]=[CH:20][C:19]=1[F:24])=[O:7].[H-].[Na+].